From a dataset of Forward reaction prediction with 1.9M reactions from USPTO patents (1976-2016). Predict the product of the given reaction. (1) Given the reactants [C:1]1([CH3:7])[CH:6]=[CH:5][CH:4]=[CH:3][CH:2]=1.C1C=CC(S(N(S([C:22]2[CH:27]=CC=CC=2)(=O)=O)F)(=O)=O)=CC=1.[C]=[O:29].[CH2:30]([OH:32])C, predict the reaction product. The product is: [C:1]1([CH2:7][C:30]([O:32][CH2:27][CH3:22])=[O:29])[CH:6]=[CH:5][CH:4]=[CH:3][CH:2]=1. (2) Given the reactants [N:1]([CH2:4][CH2:5][CH2:6][P:7](=[O:14])([O:11][CH2:12][CH3:13])[O:8][CH2:9][CH3:10])=[N+]=[N-].[H][H], predict the reaction product. The product is: [NH2:1][CH2:4][CH2:5][CH2:6][P:7](=[O:14])([O:8][CH2:9][CH3:10])[O:11][CH2:12][CH3:13]. (3) Given the reactants [CH3:1][N:2]1[C:6]2[C:7]([NH2:11])=[CH:8][CH:9]=[CH:10][C:5]=2[N:4]=[CH:3]1.[N:12]([C:15]1[CH:16]=[C:17]([S:26]([NH2:29])(=[O:28])=[O:27])[CH:18]=[CH:19][C:20]=1[O:21][C:22]([F:25])([F:24])[F:23])=[C:13]=[S:14].CC1N(C)C2C(NC(=S)NC3C=C(S(N)(=O)=O)C=CC=3OC(C)C)=CC=CC=2N=1, predict the reaction product. The product is: [CH3:1][N:2]1[C:6]2[C:7]([NH:11][C:13](=[S:14])[NH:12][C:15]3[CH:16]=[C:17]([S:26]([NH2:29])(=[O:28])=[O:27])[CH:18]=[CH:19][C:20]=3[O:21][C:22]([F:25])([F:24])[F:23])=[CH:8][CH:9]=[CH:10][C:5]=2[N:4]=[CH:3]1. (4) Given the reactants [CH3:1][O:2]NC(C)C.[CH:7]([N:10]([CH:13](C)C)CC)([CH3:9])[CH3:8].[Cl:16]CC(Cl)=[O:19].C(O[C:26]([N:28]1[CH2:33][CH2:32][NH:31][CH2:30][CH2:29]1)=O)(C)(C)C, predict the reaction product. The product is: [ClH:16].[ClH:16].[CH3:1][O:2][CH2:8][CH:7]([NH:10][C:13](=[O:19])[CH2:26][N:28]1[CH2:29][CH2:30][NH:31][CH2:32][CH2:33]1)[CH3:9]. (5) Given the reactants [C:1]1([CH3:18])[CH:6]=[CH:5][C:4]([S:7]([CH2:10][S:11]([C:14]([F:17])([F:16])[F:15])(=[O:13])=[O:12])(=[O:9])=[O:8])=[CH:3][CH:2]=1.S([N:29]=[N+:30]=[N-])(C1C=CC(C)=CC=1)(=O)=O.C(N(CC)CC)C.O, predict the reaction product. The product is: [C:1]1([CH3:18])[CH:2]=[CH:3][C:4]([S:7]([C:10]([S:11]([C:14]([F:16])([F:17])[F:15])(=[O:13])=[O:12])=[N+:29]=[N-:30])(=[O:9])=[O:8])=[CH:5][CH:6]=1. (6) The product is: [Cl:1][C:2]1[N:7]=[C:6]([S:8][C:9]2[CH:10]=[C:11]([NH:15][C:16](=[O:19])[CH:17]=[CH2:18])[CH:12]=[CH:13][CH:14]=2)[CH:5]=[CH:4][N:3]=1. Given the reactants [Cl:1][C:2]1[N:7]=[C:6]([S:8][C:9]2[CH:10]=[C:11]([NH2:15])[CH:12]=[CH:13][CH:14]=2)[CH:5]=[CH:4][N:3]=1.[C:16](O)(=[O:19])[CH:17]=[CH2:18], predict the reaction product. (7) Given the reactants [F:1][C:2]1[CH:11]=[CH:10][CH:9]=[C:8]([F:12])[C:3]=1[CH2:4][N:5]=[N+:6]=[N-:7].[C:13]([OH:17])(=[O:16])[C:14]#[CH:15].C(O)(C)(C)C, predict the reaction product. The product is: [F:1][C:2]1[CH:11]=[CH:10][CH:9]=[C:8]([F:12])[C:3]=1[CH2:4][N:5]1[CH:15]=[C:14]([C:13]([OH:17])=[O:16])[N:7]=[N:6]1. (8) Given the reactants Cl.[CH2:2]([O:9][CH2:10][CH2:11][CH2:12][CH2:13][C@@H:14]([C:16]([O:18][CH3:19])=[O:17])[NH2:15])[C:3]1[CH:8]=[CH:7][CH:6]=[CH:5][CH:4]=1.C(N(CC)CC)C.[C:27]([C:31]1[CH:36]=[CH:35][C:34]([S:37](Cl)(=[O:39])=[O:38])=[CH:33][CH:32]=1)([O:29][CH3:30])=[O:28], predict the reaction product. The product is: [CH2:2]([O:9][CH2:10][CH2:11][CH2:12][CH2:13][C@@H:14]([C:16]([O:18][CH3:19])=[O:17])[NH:15][S:37]([C:34]1[CH:33]=[CH:32][C:31]([C:27]([O:29][CH3:30])=[O:28])=[CH:36][CH:35]=1)(=[O:39])=[O:38])[C:3]1[CH:8]=[CH:7][CH:6]=[CH:5][CH:4]=1. (9) The product is: [Cl:25][C:5]1[C:6]([CH:8]([C:17]2[CH:22]=[C:21]([F:23])[CH:20]=[CH:19][C:18]=2[F:24])[S:9][C:10]2[CH:15]=[CH:14][C:13]([F:16])=[CH:12][CH:11]=2)=[CH:7][C:2]([NH:26][CH2:27][CH2:28][OH:29])=[N:3][CH:4]=1. Given the reactants Cl[C:2]1[CH:7]=[C:6]([CH:8]([C:17]2[CH:22]=[C:21]([F:23])[CH:20]=[CH:19][C:18]=2[F:24])[S:9][C:10]2[CH:15]=[CH:14][C:13]([F:16])=[CH:12][CH:11]=2)[C:5]([Cl:25])=[CH:4][N:3]=1.[NH2:26][CH2:27][CH2:28][OH:29], predict the reaction product.